Predict which catalyst facilitates the given reaction. From a dataset of Catalyst prediction with 721,799 reactions and 888 catalyst types from USPTO. Reactant: [N+]([O-])(O)=O.N([O-])=O.[Na+].[OH:9][CH2:10][C:11]1[N:15]([CH2:16][CH3:17])[C:14](S)=[N:13][N:12]=1.C(=O)([O-])[O-].[Na+].[Na+]. The catalyst class is: 6. Product: [CH2:16]([N:15]1[CH:14]=[N:13][N:12]=[C:11]1[CH2:10][OH:9])[CH3:17].